Dataset: NCI-60 drug combinations with 297,098 pairs across 59 cell lines. Task: Regression. Given two drug SMILES strings and cell line genomic features, predict the synergy score measuring deviation from expected non-interaction effect. (1) Drug 1: C1=C(C(=O)NC(=O)N1)N(CCCl)CCCl. Drug 2: CC12CCC3C(C1CCC2OP(=O)(O)O)CCC4=C3C=CC(=C4)OC(=O)N(CCCl)CCCl.[Na+]. Cell line: SR. Synergy scores: CSS=20.2, Synergy_ZIP=-12.7, Synergy_Bliss=-28.7, Synergy_Loewe=-33.5, Synergy_HSA=-26.1. (2) Cell line: UO-31. Synergy scores: CSS=3.68, Synergy_ZIP=-5.80, Synergy_Bliss=-9.04, Synergy_Loewe=-8.21, Synergy_HSA=-7.95. Drug 2: CC12CCC3C(C1CCC2O)C(CC4=C3C=CC(=C4)O)CCCCCCCCCS(=O)CCCC(C(F)(F)F)(F)F. Drug 1: CC12CCC(CC1=CCC3C2CCC4(C3CC=C4C5=CN=CC=C5)C)O. (3) Drug 1: CCCS(=O)(=O)NC1=C(C(=C(C=C1)F)C(=O)C2=CNC3=C2C=C(C=N3)C4=CC=C(C=C4)Cl)F. Drug 2: C1=NC(=NC(=O)N1C2C(C(C(O2)CO)O)O)N. Cell line: KM12. Synergy scores: CSS=7.44, Synergy_ZIP=8.86, Synergy_Bliss=12.5, Synergy_Loewe=11.7, Synergy_HSA=6.86. (4) Drug 1: CC=C1C(=O)NC(C(=O)OC2CC(=O)NC(C(=O)NC(CSSCCC=C2)C(=O)N1)C(C)C)C(C)C. Drug 2: C1CC(=O)NC(=O)C1N2C(=O)C3=CC=CC=C3C2=O. Cell line: MOLT-4. Synergy scores: CSS=66.3, Synergy_ZIP=-2.80, Synergy_Bliss=-4.34, Synergy_Loewe=-44.1, Synergy_HSA=-3.00.